This data is from Experimentally validated miRNA-target interactions with 360,000+ pairs, plus equal number of negative samples. The task is: Binary Classification. Given a miRNA mature sequence and a target amino acid sequence, predict their likelihood of interaction. (1) The miRNA is dme-bantam-3p with sequence UGAGAUCAUUUUGAAAGCUGAUU. The protein sequence of the target gene is MVRLYNLHPFGSQQVVPCQWEPEQVCCGGSDALFVAAGCKVEAFAVQGEELCRQRCAFSTLGRVLRMAYSEAGDYLVAIEEKNKTIFLRAYVNWRSKRSDNSRVCIRMVGHNVEASFCESFRDQMSIIEMPMSEAPLCFSCCPVKGDLLVGCTNKLVLFTLKYDIINEEFSILNFERSLIIHIDNITPVEISFCVGYVAVMSDLEVLLLKLESDPIHGESVDHHPQETSNPLKEAEGVSNETSQLESEDFVICLKPMELIGEKCEQSGISVKLESTGLEDEKVKYLRVRHLLYRRFAPDI.... Result: 0 (no interaction). (2) The miRNA is hsa-let-7a-2-3p with sequence CUGUACAGCCUCCUAGCUUUCC. The protein sequence of the target gene is MFQRLNKMFVGEVSSSSNQEPEFNEKEDDEWILVDFIDTCTGFSAEEEEEEEDISEESPTEHPSVFSCLPASLECLADTSDSCFLQFESCPMEESWFITPPPCFTAGGLTTIKVETSPMENLLIEHPSMSVYAVHNSCPGLSEATRGTDELHSPSSPRVEAQNEMGQHIHCYVAALAAHTTFLEQPKSFRPSQWIKEHSERQPLNRNSLRRQNLTRDCHPRQVKHNGWVVHQPCPRQYNY. Result: 1 (interaction). (3) The miRNA is hsa-miR-6800-3p with sequence CACCUCUCCUGGCAUCGCCCC. Result: 0 (no interaction). The protein sequence of the target gene is MLRALSRLGAGTPCRPRAPLVLPARGRKTRHDPLAKSKIERVNMPPAVDPAEFFVLMERYQHYRQTVRALRMEFVSEVQRKVHEARAGVLAERKALKDAAEHRELMAWNQAENRRLHELRIARLRQEEREQEQRQALEQARKAEEVQAWAQRKEREVLQLQEEVKNFITRENLEARVEAALDSRKNYNWAITREGLVVRPQRRDS. (4) The miRNA is mmu-miR-691 with sequence AUUCCUGAAGAGAGGCAGAAAA. The protein sequence of the target gene is MKLIILEHYSQASEWAAKYIRNRIIQFNPGPDKYFTLGLPTGSTPLGCYQKLIEYYKNGDLSFQYVKTFNMDEYVGLPRDHPESYHSFMWNNFFKHIDIHPENTHILDGNAADLQAECDAFEEKIQAAGGIELFVGGIGPDGHIAFNEPGSSLVSRTRVKTLAMDTILANARFFDGDLAKVPTMALTVGVGTVMDAKEVMILITGAHKAFALYKAIEEGVNHMWTVSAFQQHPRTVFVCDEDATLELKVKTVKYFKGLMLVHNKLVDPLYSIKEKEIQKSQSAKKPYSD. Result: 0 (no interaction). (5) The miRNA is hsa-miR-6513-5p with sequence UUUGGGAUUGACGCCACAUGUCU. The protein sequence of the target gene is MVQSDSPEELAQRAKPAWRLQQMPVQLSNFVSKTPLIGSEWPPTGDWRSANNNSLGDWNKCCVPGSEIPQHLGPFGNSSLTMLTAQQPGEKIHPDGGYVSPKEDGRKSSEHTNSYDVSASQSPSNDGAQSDSTSDEHIDVECMTETEMDTDEKDSTIKPEDQATPKLEEGSDSKPESTSVEGTSSNYQVTSEPVQMPQMPIPVIPSFLKNSLPAPIPITPTQSANVERSNSPSIEEALLLTLSQQQFAEVFAEAAKIRKSSSESIGFQRSGTSAFLNIEPKEMSMSSANNNNEEAPASTV.... Result: 0 (no interaction). (6) The miRNA is hsa-miR-627-5p with sequence GUGAGUCUCUAAGAAAAGAGGA. The protein sequence of the target gene is MPSAGLCSCWGGRVLPLLLAYVCYLLLGATIFQLLERQAEAQSRDQFQLEKLRFLENYTCLDQWAMEQFVQVIMEAWVKGVNPKGNSTNPSNWDFGSSFFFAGTVVTTIGYGNLAPSTEAGQVFCVFYALLGIPLNVIFLNHLGTGLRAHLAAIERWEDRPRRSQVLQVLGLALFLTLGTLVILIFPPMVFSHVEGWSFSEGFYFAFITLSTIGFGDYVVGTDPSKHYISVYRSLAAIWILLGLAWLALILPLGPLLLHRCCQLWLLSLRQGCGAKAAPGRRPRRGSTAARGVQVTPQDF.... Result: 0 (no interaction). (7) The miRNA is mmu-miR-532-5p with sequence CAUGCCUUGAGUGUAGGACCGU. The protein sequence of the target gene is MEGRNAAAEPFVWVNSASAHSQSVAKAKYEFLFGKSEEKTPDSSDHGGSTLLPPTVTNEFPEYGTMEEGGEGLRASLDFDAKSPPCRLPGQQAVHLLAGQDSILNSVTEGPNDAPQCHPQEQSLQPIDSLISALKATEARIASGTFQATKVLDKDANFSVYQVDKELSTASHKPQRAHRTFPVGPGKSPDIPLSAEVPTEENLSLHIQEDLSALLPEEAQAHRSQITNYRRQGPLRVPESACPVSSSSAGSHNPVDRVGALREQRSDLGREHPRGYDRGGSMGRQGRIKHVEFQGVEILW.... Result: 1 (interaction). (8) The miRNA is hsa-miR-6754-5p with sequence CCAGGGAGGCUGGUUUGGAGGA. The protein sequence of the target gene is MFHCIPLWRCNRHVESIDKRHCSLVYVPEEIYRYARSLEELLLDANQLRELPEQFFQLVKLRKLGLSDNEIQRLPPEIANFMQLVELDVSRNEIPEIPESISFCKALQVADFSGNPLTRLPESFPELQNLTCLSVNDISLQSLPENIGNLYNLASLELRENLLTYLPDSLTQLRRLEELDLGNNEIYNLPESIGALLHLKDLWLDGNQLSELPQEIGNLKNLLCLDVSENRLERLPEEISGLTSLTDLVISQNLLETIPDGIGKLKKLSILKVDQNRLTQLPEAVGECESLTELVLTENQ.... Result: 0 (no interaction).